The task is: Predict the reaction yield, written as a fraction of the theoretical maximum amount of product (1.0 means a 100% yield; for example, 0.34 means a 34% yield).. This data is from Reaction yield outcomes from USPTO patents with 853,638 reactions. The reactants are [H-].[Na+].[NH:3]1[CH:7]=[C:6]([CH:8]=[O:9])[N:5]=[CH:4]1.I[CH2:11][CH2:12][CH3:13]. The catalyst is C1COCC1. The product is [CH2:11]([N:3]1[CH:7]=[C:6]([CH:8]=[O:9])[N:5]=[CH:4]1)[CH2:12][CH3:13]. The yield is 0.580.